From a dataset of Reaction yield outcomes from USPTO patents with 853,638 reactions. Predict the reaction yield, written as a fraction of the theoretical maximum amount of product (1.0 means a 100% yield; for example, 0.34 means a 34% yield). (1) The reactants are Cl[CH2:2][C:3]([NH:5][C:6]1[CH:11]=[CH:10][CH:9]=[C:8]([N+:12]([O-:14])=[O:13])[CH:7]=1)=[O:4].[CH2:15]([CH2:17][NH2:18])[OH:16]. The catalyst is CO. The product is [OH:16][CH2:15][CH2:17][NH:18][CH2:2][C:3]([NH:5][C:6]1[CH:11]=[CH:10][CH:9]=[C:8]([N+:12]([O-:14])=[O:13])[CH:7]=1)=[O:4]. The yield is 0.800. (2) The catalyst is C1(C)C=CC=CC=1.C(Cl)Cl.C([O-])(=O)C.C([O-])(=O)C.[Pd+2]. The yield is 0.400. The product is [NH2:4][C@:5]1([C:22]([OH:23])=[O:88])[C@@H:9]([CH2:10][CH2:11][CH2:12][B:13]([OH:14])[OH:17])[CH2:8][N:7]([C:30]2[CH:31]=[N:32][CH:33]=[C:34]([CH:40]=2)[C:35]([OH:37])=[O:36])[CH2:6]1. The reactants are C([NH:4][C@:5]1([C:22](NC(C)(C)C)=[O:23])[C@@H:9]([CH2:10][CH2:11][CH2:12][B:13]2[O:17]C(C)(C)C(C)(C)[O:14]2)[CH2:8][NH:7][CH2:6]1)(=O)C.Br[C:30]1[CH:31]=[N:32][CH:33]=[C:34]([CH:40]=1)[C:35]([O:37]CC)=[O:36].C1C=CC(P(C2C=CC3C(=CC=CC=3)C=2C2C3C(=CC=CC=3)C=CC=2P(C2C=CC=CC=2)C2C=CC=CC=2)C2C=CC=CC=2)=CC=1.C(=O)([O-])[O-:88].[Cs+].[Cs+].